This data is from Catalyst prediction with 721,799 reactions and 888 catalyst types from USPTO. The task is: Predict which catalyst facilitates the given reaction. (1) Reactant: [Cl:1][C:2]1[CH:7]=[CH:6][N+:5]([O-])=[C:4]([CH2:9][CH2:10][C:11]([O:13][CH2:14][CH3:15])=[O:12])[CH:3]=1.C[Si]([C:20]#[N:21])(C)C.CN(C)C(Cl)=O. Product: [Cl:1][C:2]1[CH:7]=[C:6]([C:20]#[N:21])[N:5]=[C:4]([CH2:9][CH2:10][C:11]([O:13][CH2:14][CH3:15])=[O:12])[CH:3]=1. The catalyst class is: 10. (2) Reactant: OC(C(F)(F)F)=O.[Br:8][C:9]1[CH:10]=[C:11]([C:15]2([C:23]#[N:24])[CH2:21][C@H:20]3[NH:22][C@H:17]([CH:18]=[CH:19]3)[CH2:16]2)[CH:12]=[N:13][CH:14]=1.CCN(C(C)C)C(C)C.Br[CH2:35][CH2:36][CH2:37][C:38]([F:41])([F:40])[F:39]. Product: [Br:8][C:9]1[CH:10]=[C:11]([C:15]2([C:23]#[N:24])[CH2:21][C@@H:20]3[N:22]([CH2:35][CH2:36][CH2:37][C:38]([F:41])([F:40])[F:39])[C@@H:17]([CH:18]=[CH:19]3)[CH2:16]2)[CH:12]=[N:13][CH:14]=1. The catalyst class is: 10. (3) Reactant: [CH3:1][C:2]1[C:6]([CH3:8])([CH3:7])[C:5]2[C:9]3[C:14]([CH:15]=[CH:16][C:4]=2[N:3]=1)=[CH:13][CH:12]=[CH:11][CH:10]=3.[N:17]([CH2:20][CH2:21][CH2:22][I:23])=[N+:18]=[N-:19]. Product: [I-:23].[N:17]([CH2:20][CH2:21][CH2:22][N+:3]1[C:4]2[CH:16]=[CH:15][C:14]3[CH:13]=[CH:12][CH:11]=[CH:10][C:9]=3[C:5]=2[C:6]([CH3:7])([CH3:8])[C:2]=1[CH3:1])=[N+:18]=[N-:19]. The catalyst class is: 10. (4) Reactant: [CH3:1][NH:2][C@H:3]([CH3:10])[C:4]1[CH:9]=[CH:8][CH:7]=[CH:6][CH:5]=1.ClCl. Product: [CH3:1][NH:2][CH:3]([CH3:10])[C:4]1[CH:9]=[CH:8][CH:7]=[CH:6][CH:5]=1. The catalyst class is: 11. (5) Reactant: [C:1]([NH:5][C:6]([C:8]1[N:12]2[CH:13]=[CH:14][N:15]=[CH:16][C:11]2=[N:10][N:9]=1)=[O:7])([CH3:4])([CH3:3])[CH3:2]. The catalyst class is: 63. Product: [C:1]([NH:5][C:6]([C:8]1[N:12]2[CH2:13][CH2:14][NH:15][CH2:16][C:11]2=[N:10][N:9]=1)=[O:7])([CH3:4])([CH3:2])[CH3:3]. (6) The catalyst class is: 6. Product: [CH3:15][C:13]1[CH:14]=[C:6]([CH2:5][CH:4]([NH:16][C:17]([N:19]2[CH2:20][CH2:21][CH:22]([N:25]3[CH2:34][C:33]4[C:28](=[CH:29][CH:30]=[CH:31][CH:32]=4)[NH:27][C:26]3=[O:35])[CH2:23][CH2:24]2)=[O:18])[C:3]([OH:36])=[O:2])[CH:7]=[C:8]2[C:12]=1[NH:11][N:10]=[CH:9]2. Reactant: C[O:2][C:3](=[O:36])[CH:4]([NH:16][C:17]([N:19]1[CH2:24][CH2:23][CH:22]([N:25]2[CH2:34][C:33]3[C:28](=[CH:29][CH:30]=[CH:31][CH:32]=3)[NH:27][C:26]2=[O:35])[CH2:21][CH2:20]1)=[O:18])[CH2:5][C:6]1[CH:7]=[C:8]2[C:12](=[C:13]([CH3:15])[CH:14]=1)[NH:11][N:10]=[CH:9]2.O1CCCC1.CO.[OH-].[Li+].